Task: Predict the reaction yield, written as a fraction of the theoretical maximum amount of product (1.0 means a 100% yield; for example, 0.34 means a 34% yield).. Dataset: Reaction yield outcomes from USPTO patents with 853,638 reactions (1) The reactants are Cl[C:2]1[N:3]=[N:4][C:5]([C:8]2[CH:13]=[CH:12][CH:11]=[CH:10][C:9]=2[C:14]([F:17])([F:16])[F:15])=[CH:6][CH:7]=1.O.[NH2:19][NH2:20]. The catalyst is CCO. The product is [NH:19]([C:2]1[N:3]=[N:4][C:5]([C:8]2[CH:13]=[CH:12][CH:11]=[CH:10][C:9]=2[C:14]([F:17])([F:16])[F:15])=[CH:6][CH:7]=1)[NH2:20]. The yield is 0.850. (2) The reactants are CC1C=CC(S(O[C:12]2[CH:21]=[CH:20][C:19]3[C:18](=[O:22])[CH2:17][CH2:16][CH2:15][C:14]=3[CH:13]=2)(=O)=O)=CC=1.[NH:23]1[C:32]2[C:27](=[CH:28][CH:29]=[CH:30][CH:31]=2)[CH2:26][CH2:25][CH2:24]1.C1C=CC(P(C2C(C3C(P(C4C=CC=CC=4)C4C=CC=CC=4)=CC=C4C=3C=CC=C4)=C3C(C=CC=C3)=CC=2)C2C=CC=CC=2)=CC=1.C([O-])([O-])=O.[Cs+].[Cs+]. The catalyst is C1COCC1.CC([O-])=O.CC([O-])=O.[Pd+2]. The product is [N:23]1([C:12]2[CH:13]=[C:14]3[C:19](=[CH:20][CH:21]=2)[C:18](=[O:22])[CH2:17][CH2:16][CH2:15]3)[C:32]2[C:27](=[CH:28][CH:29]=[CH:30][CH:31]=2)[CH2:26][CH2:25][CH2:24]1. The yield is 0.760.